Dataset: Full USPTO retrosynthesis dataset with 1.9M reactions from patents (1976-2016). Task: Predict the reactants needed to synthesize the given product. (1) Given the product [Br:13][C:9]1[N:8]=[C:7]([CH2:6][O:5][CH2:4][C:3]([OH:14])=[O:2])[CH:12]=[CH:11][CH:10]=1, predict the reactants needed to synthesize it. The reactants are: C[O:2][C:3](=[O:14])[CH2:4][O:5][CH2:6][C:7]1[CH:12]=[CH:11][CH:10]=[C:9]([Br:13])[N:8]=1.[OH-].[Li+]. (2) Given the product [Cl:1][C:2]1[N:3]=[CH:4][C:5]2[N:11]([CH3:21])[C:10](=[O:12])[C:9]([CH3:13])([CH3:14])[CH2:8][N:7]([CH:15]3[CH2:16][CH2:17][CH2:18][CH2:19]3)[C:6]=2[N:20]=1, predict the reactants needed to synthesize it. The reactants are: [Cl:1][C:2]1[N:3]=[CH:4][C:5]2[NH:11][C:10](=[O:12])[C:9]([CH3:14])([CH3:13])[CH2:8][N:7]([CH:15]3[CH2:19][CH2:18][CH2:17][CH2:16]3)[C:6]=2[N:20]=1.[CH3:21]I.[H-].[Na+]. (3) Given the product [CH:15]1([C@H:13]([O:14][C:42]2[C:41]([Cl:40])=[CH:46][CH:45]=[CH:44][C:43]=2[Cl:47])[C@H:10]2[CH2:11][CH2:12][NH:8][CH2:9]2)[CH2:16][CH2:17][CH2:18][CH2:19][CH2:20]1, predict the reactants needed to synthesize it. The reactants are: C(OC([N:8]1[CH2:12][CH2:11][C@H:10]([C@@H:13]([CH:15]2[CH2:20][CH2:19][CH2:18][CH2:17][CH2:16]2)[OH:14])[CH2:9]1)=O)(C)(C)C.C1C=CC(P(C2C=CC=CC=2)C2C=CC=CC=2)=CC=1.[Cl:40][C:41]1[CH:46]=[CH:45][CH:44]=[C:43]([Cl:47])[C:42]=1O.CC(OC(/N=N/C(OC(C)C)=O)=O)C.Cl.O1CCOCC1. (4) Given the product [F:1][C:2]1[CH:7]=[C:6]([F:8])[CH:5]=[CH:4][C:3]=1[NH:9][C:10]1[CH:15]=[CH:14][C:13]([C:16]([C:18]2[CH:23]=[C:22]([O:24][CH2:25][CH:26]([OH:27])[CH2:30][OH:29])[CH:21]=[CH:20][C:19]=2[CH3:33])=[O:17])=[C:12]([N+:34]([O-:36])=[O:35])[CH:11]=1, predict the reactants needed to synthesize it. The reactants are: [F:1][C:2]1[CH:7]=[C:6]([F:8])[CH:5]=[CH:4][C:3]=1[NH:9][C:10]1[CH:15]=[CH:14][C:13]([C:16]([C:18]2[CH:23]=[C:22]([O:24][CH2:25][CH:26]3[CH2:30][O:29]C(C)(C)[O:27]3)[CH:21]=[CH:20][C:19]=2[CH3:33])=[O:17])=[C:12]([N+:34]([O-:36])=[O:35])[CH:11]=1. (5) Given the product [CH:10]1([C:8]([C:5]2[CH:6]=[CH:7][C:2]([C:19]3[CH:20]=[CH:21][C:16]([C:13]([N:34]4[CH2:35][CH2:36][CH2:37][C@H:33]4[CH2:32][N:28]4[CH2:29][CH2:30][CH2:31][C@H:27]4[CH3:26])=[O:15])=[C:17]([F:25])[CH:18]=3)=[CH:3][CH:4]=2)=[O:9])[CH2:12][CH2:11]1, predict the reactants needed to synthesize it. The reactants are: Br[C:2]1[CH:7]=[CH:6][C:5]([C:8]([CH:10]2[CH2:12][CH2:11]2)=[O:9])=[CH:4][CH:3]=1.[C:13]([C:16]1[CH:21]=[CH:20][C:19](B(O)O)=[CH:18][C:17]=1[F:25])([OH:15])=O.[CH3:26][C@@H:27]1[CH2:31][CH2:30][CH2:29][N:28]1[CH2:32][C@@H:33]1[CH2:37][CH2:36][CH2:35][NH:34]1.